This data is from NCI-60 drug combinations with 297,098 pairs across 59 cell lines. The task is: Regression. Given two drug SMILES strings and cell line genomic features, predict the synergy score measuring deviation from expected non-interaction effect. (1) Drug 1: CC1=CC2C(CCC3(C2CCC3(C(=O)C)OC(=O)C)C)C4(C1=CC(=O)CC4)C. Cell line: HCT-15. Drug 2: C1=NC2=C(N1)C(=S)N=C(N2)N. Synergy scores: CSS=49.6, Synergy_ZIP=-1.74, Synergy_Bliss=-3.95, Synergy_Loewe=-33.9, Synergy_HSA=-5.00. (2) Drug 2: C1C(C(OC1N2C=NC3=C2NC=NCC3O)CO)O. Cell line: RPMI-8226. Drug 1: CC12CCC3C(C1CCC2=O)CC(=C)C4=CC(=O)C=CC34C. Synergy scores: CSS=62.1, Synergy_ZIP=-0.0898, Synergy_Bliss=-1.47, Synergy_Loewe=0.807, Synergy_HSA=-0.981.